This data is from Forward reaction prediction with 1.9M reactions from USPTO patents (1976-2016). The task is: Predict the product of the given reaction. (1) Given the reactants [CH3:1][N:2]1[CH:6]=[CH:5][N:4]=[CH:3]1.[Li]CCCC.[C:12]1([S:18][S:18][C:12]2[CH:17]=[CH:16][CH:15]=[CH:14][CH:13]=2)[CH:17]=[CH:16][CH:15]=[CH:14][CH:13]=1.O, predict the reaction product. The product is: [CH3:1][N:2]1[CH:6]=[CH:5][N:4]=[C:3]1[S:18][C:12]1[CH:17]=[CH:16][CH:15]=[CH:14][CH:13]=1. (2) The product is: [Si:44]([O:11][CH2:10][CH:9]([OH:12])[CH2:8][C:7]1[C:2]([Cl:1])=[N:3][C:4]2[N:5]([N:30]=[CH:31][CH:32]=2)[C:6]=1[N:13]([C:21]1[CH:22]=[CH:23][C:24]([O:27][CH2:28][CH3:29])=[CH:25][CH:26]=1)[C:14](=[O:20])[O:15][C:16]([CH3:18])([CH3:17])[CH3:19])([C:40]([CH3:43])([CH3:42])[CH3:41])([CH3:46])[CH3:45]. Given the reactants [Cl:1][C:2]1[C:7]([CH2:8][CH:9]([OH:12])[CH2:10][OH:11])=[C:6]([N:13]([C:21]2[CH:26]=[CH:25][C:24]([O:27][CH2:28][CH3:29])=[CH:23][CH:22]=2)[C:14](=[O:20])[O:15][C:16]([CH3:19])([CH3:18])[CH3:17])[N:5]2[N:30]=[CH:31][CH:32]=[C:4]2[N:3]=1.C(N(CC)CC)C.[C:40]([Si:44](Cl)([CH3:46])[CH3:45])([CH3:43])([CH3:42])[CH3:41].Cl, predict the reaction product. (3) Given the reactants C([O:8][C:9]1[CH:10]=[C:11]2[C:15](=[CH:16][C:17]=1[Cl:18])[N:14]([CH2:19][C:20]1[N:25]=[C:24]([C:26]([O:28][CH3:29])=[O:27])[CH:23]=[CH:22][CH:21]=1)[C:13]([C:30]1[CH:35]=[CH:34][CH:33]=[CH:32][CH:31]=1)=[CH:12]2)C1C=CC=CC=1, predict the reaction product. The product is: [Cl:18][C:17]1[CH:16]=[C:15]2[C:11]([CH:12]=[C:13]([C:30]3[CH:35]=[CH:34][CH:33]=[CH:32][CH:31]=3)[N:14]2[CH2:19][C:20]2[N:25]=[C:24]([C:26]([O:28][CH3:29])=[O:27])[CH:23]=[CH:22][CH:21]=2)=[CH:10][C:9]=1[OH:8]. (4) The product is: [N:1]1([C:6]2[N:11]=[CH:10][C:9]([CH2:12][CH:13]([N:38]3[CH2:39][CH2:40][C:33]4([C:32](=[O:41])[N:31]([C:26]5[CH2:27][O:28][C:29](=[O:30])[C:25]=5[CH3:24])[CH2:35][CH2:34]4)[CH2:36][CH2:37]3)[CH2:14][O:15][Si:16]([C:19]([CH3:22])([CH3:21])[CH3:20])([CH3:18])[CH3:17])=[CH:8][CH:7]=2)[CH:5]=[N:4][N:3]=[N:2]1. Given the reactants [N:1]1([C:6]2[N:11]=[CH:10][C:9]([CH2:12][C:13](=O)[CH2:14][O:15][Si:16]([C:19]([CH3:22])([CH3:21])[CH3:20])([CH3:18])[CH3:17])=[CH:8][CH:7]=2)[CH:5]=[N:4][N:3]=[N:2]1.[CH3:24][C:25]1[C:29](=[O:30])[O:28][CH2:27][C:26]=1[N:31]1[CH2:35][CH2:34][C:33]2([CH2:40][CH2:39][NH:38][CH2:37][CH2:36]2)[C:32]1=[O:41].[Na].O, predict the reaction product. (5) Given the reactants [CH2:1]([N:3]([CH2:38][CH3:39])[CH2:4][CH2:5][CH2:6][NH:7][C:8]1[N:9]=[C:10]([C:27]2[CH:28]=[C:29]([CH:33]=[C:34]([F:37])[C:35]=2[CH3:36])[C:30](O)=[O:31])[C:11]2[CH:17]=[CH:16][C:15](=[O:18])[N:14]([C:19]3[C:24]([F:25])=[CH:23][CH:22]=[CH:21][C:20]=3[F:26])[C:12]=2[N:13]=1)[CH3:2].CN(C(ON1N=[N:55][C:50]2[CH:51]=[CH:52][CH:53]=[CH:54]C1=2)=[N+](C)C)C.F[P-](F)(F)(F)(F)F.C(N(CC)CC)C.C1(N)CCCC1, predict the reaction product. The product is: [CH:50]1([NH:55][C:30](=[O:31])[C:29]2[CH:33]=[C:34]([F:37])[C:35]([CH3:36])=[C:27]([C:10]3[C:11]4[CH:17]=[CH:16][C:15](=[O:18])[N:14]([C:19]5[C:24]([F:25])=[CH:23][CH:22]=[CH:21][C:20]=5[F:26])[C:12]=4[N:13]=[C:8]([NH:7][CH2:6][CH2:5][CH2:4][N:3]([CH2:1][CH3:2])[CH2:38][CH3:39])[N:9]=3)[CH:28]=2)[CH2:51][CH2:52][CH2:53][CH2:54]1. (6) Given the reactants C1(OC(=NC2C=CC(I)=CC=2)C=COC2C=CC=CC=2)C=CC=CC=1.[CH:26]([C:28]1[CH:33]=[CH:32][C:31]([N:34]=[C:35]([O:45][C:46]2[CH:51]=[CH:50][CH:49]=[CH:48][CH:47]=2)[CH:36]=[CH:37][O:38][C:39]2[CH:44]=[CH:43][CH:42]=[CH:41][CH:40]=2)=[CH:30][CH:29]=1)=[CH2:27].C(=O)([O-])[O-].[Cs+].[Cs+].C(P(C(C)(C)C)C(C)(C)C)(C)(C)C.C([Sn](CCCC)(CCCC)C=C)CCC, predict the reaction product. The product is: [CH:26]([C:28]1[CH:29]=[CH:30][C:31]([N:34]=[C:35]([O:45][C:46]2[CH:47]=[CH:48][CH:49]=[CH:50][CH:51]=2)[CH:36]=[CH:37][O:38][C:39]2[CH:40]=[CH:41][CH:42]=[CH:43][CH:44]=2)=[CH:32][CH:33]=1)=[CH2:27]. (7) Given the reactants [NH2:1][C:2]1[N:10]=[C:9]2[C:5]([N:6]=[CH:7][N:8]2[C@H:11]2[CH2:15][O:14][C@@H:13]([CH2:16][OH:17])[O:12]2)=[C:4](Cl)[N:3]=1.[CH:19]1([NH2:22])[CH2:21][CH2:20]1, predict the reaction product. The product is: [NH2:1][C:2]1[N:10]=[C:9]2[C:5]([N:6]=[CH:7][N:8]2[C@H:11]2[CH2:15][O:14][C@@H:13]([CH2:16][OH:17])[O:12]2)=[C:4]([NH:22][CH:19]2[CH2:21][CH2:20]2)[N:3]=1. (8) Given the reactants [C:1]12[C:7](=[CH:8][CH:9]=[CH:10][CH:11]=1)[NH:6][C:5](=[O:12])[O:4][C:2]2=[O:3].[H-].[Na+].[CH:15](Br)=[CH:16][C:17](=[CH2:19])[CH3:18], predict the reaction product. The product is: [CH:15]([N:6]1[C:5](=[O:12])[O:4][C:2](=[O:3])[C:1]2=[CH:11][CH:10]=[CH:9][CH:8]=[C:7]12)=[CH:16][C:17](=[CH2:18])[CH3:19]. (9) Given the reactants Br[C:2]1[CH:9]=[C:6]([CH:7]=[O:8])[C:5]([OH:10])=[CH:4][CH:3]=1.B(O)(O)[C:12]1[CH:17]=[CH:16][C:15]2[C:18]3[C:23]([C:24]([CH3:26])([CH3:25])[C:14]=2[CH:13]=1)=[CH:22][CH:21]=[CH:20][CH:19]=3.C([O-])([O-])=O.[K+].[K+], predict the reaction product. The product is: [CH3:25][C:24]1([CH3:26])[C:14]2[CH:13]=[C:12]([C:2]3[CH:9]=[C:6]([CH:7]=[O:8])[C:5]([OH:10])=[CH:4][CH:3]=3)[CH:17]=[CH:16][C:15]=2[C:18]2[C:23]1=[CH:22][CH:21]=[CH:20][CH:19]=2. (10) Given the reactants [NH2:1][C@H:2]([C:12]1[O:13][C:14]([C:17]2[C:18]([O:27][CH3:28])=[N:19][C:20]3[C:25]([CH:26]=2)=[CH:24][CH:23]=[CH:22][CH:21]=3)=[N:15][N:16]=1)[CH2:3][CH2:4][CH2:5][CH2:6][CH2:7][C:8](=[O:11])[CH2:9][CH3:10].[CH3:29][O:30][C:31]1[CH:32]=[C:33]2[C:37](=[CH:38][CH:39]=1)[NH:36][C:35]([CH3:40])=[C:34]2[CH2:41][C:42](O)=[O:43].C1C=CC2N(O)N=NC=2C=1.CCN=C=NCCCN(C)C.Cl.CCN(C(C)C)C(C)C, predict the reaction product. The product is: [CH3:29][O:30][C:31]1[CH:32]=[C:33]2[C:37](=[CH:38][CH:39]=1)[NH:36][C:35]([CH3:40])=[C:34]2[CH2:41][C:42]([NH:1][C@H:2]([C:12]1[O:13][C:14]([C:17]2[C:18]([O:27][CH3:28])=[N:19][C:20]3[C:25]([CH:26]=2)=[CH:24][CH:23]=[CH:22][CH:21]=3)=[N:15][N:16]=1)[CH2:3][CH2:4][CH2:5][CH2:6][CH2:7][C:8](=[O:11])[CH2:9][CH3:10])=[O:43].